Dataset: Reaction yield outcomes from USPTO patents with 853,638 reactions. Task: Predict the reaction yield, written as a fraction of the theoretical maximum amount of product (1.0 means a 100% yield; for example, 0.34 means a 34% yield). The reactants are [CH2:1]([O:3][C:4](=[O:9])[CH:5]([NH2:8])[C:6]#[N:7])[CH3:2].N1C=CC=CC=1.[C:16](O[C:16](=[O:20])[CH:17]([CH3:19])[CH3:18])(=[O:20])[CH:17]([CH3:19])[CH3:18]. The catalyst is CCOC(C)=O. The product is [CH2:1]([O:3][C:4](=[O:9])[CH:5]([C:6]#[N:7])[NH:8][C:16](=[O:20])[CH:17]([CH3:19])[CH3:18])[CH3:2]. The yield is 0.750.